Dataset: Full USPTO retrosynthesis dataset with 1.9M reactions from patents (1976-2016). Task: Predict the reactants needed to synthesize the given product. (1) Given the product [CH:9]1([CH2:8][NH:7][C:6]2[S:12][N:3]=[C:4]([C:13]3[CH:14]=[CH:15][C:16]([CH2:17][NH2:18])=[CH:19][CH:20]=3)[CH:5]=2)[CH2:11][CH2:10]1, predict the reactants needed to synthesize it. The reactants are: OO.[NH2:3][C:4]([C:13]1[CH:20]=[CH:19][C:16]([CH2:17][NH2:18])=[CH:15][CH:14]=1)=[CH:5][C:6](=[S:12])[NH:7][CH2:8][CH:9]1[CH2:11][CH2:10]1. (2) Given the product [C:39]1([NH:38][C:36]([C:35]2[CH:34]=[C:33]([NH:32][C:31]([CH:12]3[C:11]4[C:15](=[CH:16][CH:17]=[C:9]([C:4](=[O:5])[CH3:3])[CH:10]=4)[N:14]([CH2:18][C:19]([F:21])([F:22])[F:20])[C:13]3=[O:23])=[O:48])[CH:47]=[CH:46][CH:45]=2)=[O:37])[CH:44]=[CH:43][CH:42]=[CH:41][CH:40]=1, predict the reactants needed to synthesize it. The reactants are: [H-].[Na+].[CH3:3][C:4]1([C:9]2[CH:10]=[C:11]3[C:15](=[CH:16][CH:17]=2)[N:14]([CH2:18][C:19]([F:22])([F:21])[F:20])[C:13](=[O:23])[CH2:12]3)OCC[O:5]1.C1(N(C2C=CC=CC=2)[C:31](=[O:48])[NH:32][C:33]2[CH:34]=[C:35]([CH:45]=[CH:46][CH:47]=2)[C:36]([NH:38][C:39]2[CH:44]=[CH:43][CH:42]=[CH:41][CH:40]=2)=[O:37])C=CC=CC=1.Cl. (3) Given the product [Cl:19][C:20]1[CH:25]=[CH:24][CH:23]=[CH:22][C:21]=1[CH:26]1[CH2:35][CH:34]([OH:36])[C:33]2[C:28](=[CH:29][CH:30]=[C:31]([OH:37])[CH:32]=2)[O:27]1, predict the reactants needed to synthesize it. The reactants are: C1(C2CC(O)C3C(=CC=C(O)C=3)O2)C=CC=CC=1.[Cl:19][C:20]1[CH:25]=[CH:24][CH:23]=[CH:22][C:21]=1[CH:26]1[CH2:35][C:34](=[O:36])[C:33]2[C:28](=[CH:29][CH:30]=[C:31]([OH:37])[CH:32]=2)[O:27]1. (4) The reactants are: [Cl:1][C:2]1[CH:7]=[CH:6][C:5]([S:8]([NH:11][CH2:12][C:13]2[CH:18]=[CH:17][C:16]([C:19]#[N:20])=[CH:15][CH:14]=2)(=[O:10])=[O:9])=[CH:4][CH:3]=1.[Cl:21][C:22]1[CH:29]=[CH:28][CH:27]=[CH:26][C:23]=1[CH2:24]Br. Given the product [Cl:1][C:2]1[CH:7]=[CH:6][C:5]([S:8]([N:11]([CH2:24][C:23]2[CH:26]=[CH:27][CH:28]=[CH:29][C:22]=2[Cl:21])[CH2:12][C:13]2[CH:18]=[CH:17][C:16]([C:19]#[N:20])=[CH:15][CH:14]=2)(=[O:9])=[O:10])=[CH:4][CH:3]=1, predict the reactants needed to synthesize it. (5) The reactants are: [Br:1][C:2]1[CH:10]=[C:9]2[C:5]([C:6](=[O:12])[NH:7][C:8]2=[O:11])=[CH:4][C:3]=1[C:13]([OH:15])=[O:14].Cl[CH2:17][C:18]1[CH:23]=[CH:22][C:21]([O:24][CH3:25])=[CH:20][CH:19]=1.[C:26](=[O:29])([O-])[O-].[K+].[K+].CN(C=O)C. Given the product [Br:1][C:2]1[CH:10]=[C:9]2[C:5]([C:6](=[O:12])[N:7]([CH2:17][C:18]3[CH:23]=[CH:22][C:21]([O:24][CH3:25])=[CH:20][CH:19]=3)[C:8]2=[O:11])=[CH:4][C:3]=1[C:13]([O:15][CH2:13][C:3]1[CH:4]=[CH:5][C:9]([O:29][CH3:26])=[CH:10][CH:2]=1)=[O:14], predict the reactants needed to synthesize it. (6) Given the product [CH3:1][C:2]1([CH3:9])[CH:7]([OH:8])[C:5](=[O:6])[O:4][CH2:3]1, predict the reactants needed to synthesize it. The reactants are: [CH3:1][C:2]1([CH3:9])[C@H:7]([OH:8])[C:5](=[O:6])[O:4][CH2:3]1. (7) Given the product [S:1]1(=[O:11])(=[O:10])[N:5]2[CH2:6][CH2:7][CH2:8][CH2:9][C@@H:4]2[CH2:3][O:2]1, predict the reactants needed to synthesize it. The reactants are: [S@:1]1(=[O:10])[N:5]2[CH2:6][CH2:7][CH2:8][CH2:9][CH:4]2[CH2:3][O:2]1.[O-:11]I(=O)(=O)=O.[Na+].O.